Task: Binary Classification. Given a drug SMILES string, predict its activity (active/inactive) in a high-throughput screening assay against a specified biological target.. Dataset: In vitro SARS-CoV-2 activity screen of 1,480 approved drugs from Prestwick library (1) The compound is O=C1Nc2ccccc2C1(c1ccc(O)cc1)c1ccc(O)cc1. The result is 1 (active). (2) The drug is Nc1ccn([C@@H]2O[C@H](CO)[C@@H](O)C2(F)F)c(=O)n1. The result is 0 (inactive). (3) The result is 0 (inactive). The compound is Cn1c(NCCN(CCO)CCCc2ccc([N+](=O)[O-])cc2)cc(=O)n(C)c1=O. (4) The compound is CO[C@H]1C[C@H](O[C@@H]2[C@@H](C)C(=O)O[C@H](C)[C@H](C)[C@H](OC(C)=O)[C@@H](C)C(=O)[C@]3(CO3)C[C@H](C)[C@H](O[C@@H]3O[C@H](C)C[C@H](N(C)C)[C@H]3OC(C)=O)[C@H]2C)O[C@@H](C)[C@@H]1OC(C)=O. The result is 0 (inactive). (5) The compound is O=C(O)Cc1csc(-c2ccc(Cl)cc2)n1. The result is 0 (inactive). (6) The drug is O=C(O)Cc1ccccc1Oc1ccc(Cl)cc1Cl. The result is 0 (inactive). (7) The molecule is CS(=O)(=O)c1ccc([C@@H](O)[C@@H](CF)NC(=O)C(Cl)Cl)cc1. The result is 0 (inactive).